Dataset: NCI-60 drug combinations with 297,098 pairs across 59 cell lines. Task: Regression. Given two drug SMILES strings and cell line genomic features, predict the synergy score measuring deviation from expected non-interaction effect. (1) Drug 1: COCCOC1=C(C=C2C(=C1)C(=NC=N2)NC3=CC=CC(=C3)C#C)OCCOC. Drug 2: CCC1=C2N=C(C=C(N2N=C1)NCC3=C[N+](=CC=C3)[O-])N4CCCCC4CCO. Cell line: SW-620. Synergy scores: CSS=56.5, Synergy_ZIP=1.85, Synergy_Bliss=3.33, Synergy_Loewe=-4.74, Synergy_HSA=2.00. (2) Drug 1: CS(=O)(=O)C1=CC(=C(C=C1)C(=O)NC2=CC(=C(C=C2)Cl)C3=CC=CC=N3)Cl. Synergy scores: CSS=-9.24, Synergy_ZIP=3.41, Synergy_Bliss=-5.57, Synergy_Loewe=-19.4, Synergy_HSA=-16.3. Cell line: MDA-MB-231. Drug 2: CC1=CC2C(CCC3(C2CCC3(C(=O)C)OC(=O)C)C)C4(C1=CC(=O)CC4)C. (3) Drug 1: CN1CCC(CC1)COC2=C(C=C3C(=C2)N=CN=C3NC4=C(C=C(C=C4)Br)F)OC. Drug 2: C1=C(C(=O)NC(=O)N1)N(CCCl)CCCl. Cell line: HOP-62. Synergy scores: CSS=49.6, Synergy_ZIP=0.919, Synergy_Bliss=1.63, Synergy_Loewe=-1.13, Synergy_HSA=0.523. (4) Drug 1: CC1=C2C(C(=O)C3(C(CC4C(C3C(C(C2(C)C)(CC1OC(=O)C(C(C5=CC=CC=C5)NC(=O)C6=CC=CC=C6)O)O)OC(=O)C7=CC=CC=C7)(CO4)OC(=O)C)O)C)OC(=O)C. Drug 2: CN1C2=C(C=C(C=C2)N(CCCl)CCCl)N=C1CCCC(=O)O.Cl. Cell line: HS 578T. Synergy scores: CSS=11.2, Synergy_ZIP=-0.505, Synergy_Bliss=2.74, Synergy_Loewe=4.51, Synergy_HSA=3.37. (5) Drug 1: CN(C(=O)NC(C=O)C(C(C(CO)O)O)O)N=O. Drug 2: CCC1(C2=C(COC1=O)C(=O)N3CC4=CC5=C(C=CC(=C5CN(C)C)O)N=C4C3=C2)O.Cl. Cell line: PC-3. Synergy scores: CSS=-3.80, Synergy_ZIP=-6.73, Synergy_Bliss=-15.9, Synergy_Loewe=-34.2, Synergy_HSA=-20.1. (6) Drug 1: C1=CC(=CC=C1CCC2=CNC3=C2C(=O)NC(=N3)N)C(=O)NC(CCC(=O)O)C(=O)O. Drug 2: CC1=C(N=C(N=C1N)C(CC(=O)N)NCC(C(=O)N)N)C(=O)NC(C(C2=CN=CN2)OC3C(C(C(C(O3)CO)O)O)OC4C(C(C(C(O4)CO)O)OC(=O)N)O)C(=O)NC(C)C(C(C)C(=O)NC(C(C)O)C(=O)NCCC5=NC(=CS5)C6=NC(=CS6)C(=O)NCCC[S+](C)C)O. Cell line: CCRF-CEM. Synergy scores: CSS=57.9, Synergy_ZIP=3.96, Synergy_Bliss=2.32, Synergy_Loewe=-9.76, Synergy_HSA=1.12.